From a dataset of Catalyst prediction with 721,799 reactions and 888 catalyst types from USPTO. Predict which catalyst facilitates the given reaction. (1) Reactant: [F:1][C:2]1[CH:7]=[C:6]([OH:8])[CH:5]=[CH:4][C:3]=1[C:9]1[N:13]=[C:12]([C:14]2[CH:15]=[CH:16][C:17]([O:22][CH:23]([CH3:25])[CH3:24])=[C:18]([CH:21]=2)[C:19]#[N:20])[O:11][N:10]=1.Br[CH2:27][CH2:28][CH2:29][CH2:30][C:31]([O:33][CH2:34][CH3:35])=[O:32].C(=O)([O-])[O-].[K+].[K+].O. Product: [C:19]([C:18]1[CH:21]=[C:14]([C:12]2[O:11][N:10]=[C:9]([C:3]3[CH:4]=[CH:5][C:6]([O:8][CH2:27][CH2:28][CH2:29][CH2:30][C:31]([O:33][CH2:34][CH3:35])=[O:32])=[CH:7][C:2]=3[F:1])[N:13]=2)[CH:15]=[CH:16][C:17]=1[O:22][CH:23]([CH3:25])[CH3:24])#[N:20]. The catalyst class is: 3. (2) Reactant: [Br:1][C:2]1[CH:3]=[N:4][CH:5]=[C:6]([CH:10]=1)[C:7](O)=[O:8].[H-].[Na+].C(Cl)(=O)C([Cl:16])=O. Product: [Br:1][C:2]1[CH:3]=[N:4][CH:5]=[C:6]([CH:10]=1)[C:7]([Cl:16])=[O:8]. The catalyst class is: 3. (3) The catalyst class is: 211. Reactant: C(#N)C.[C:4]([C:6]([C:9]1[CH:10]=[C:11]([CH3:20])[CH:12]=[C:13]([C:15]([C:18]#[N:19])([CH3:17])[CH3:16])[CH:14]=1)([CH3:8])[CH3:7])#[N:5].C(OOC(=O)C1C=CC=CC=1)(=O)C1C=CC=CC=1.[Br:39]N1C(=O)CCC1=O. Product: [C:18]([C:15]([C:13]1[CH:12]=[C:11]([CH:10]=[C:9]([C:6]([C:4]#[N:5])([CH3:8])[CH3:7])[CH:14]=1)[CH2:20][Br:39])([CH3:16])[CH3:17])#[N:19]. (4) Reactant: [F:1][C:2]([F:11])([F:10])[C:3]1[CH:4]=[C:5]([OH:9])[CH:6]=[CH:7][CH:8]=1.[H-].[Na+].[CH2:14]([O:16][CH2:17]Cl)[CH3:15]. Product: [CH2:14]([O:16][CH2:17][O:9][C:5]1[CH:6]=[CH:7][CH:8]=[C:3]([C:2]([F:10])([F:11])[F:1])[CH:4]=1)[CH3:15]. The catalyst class is: 3. (5) Reactant: [C:1]1([C:7](=O)[CH2:8][C:9]2[N:10]=[N:11][NH:12][N:13]=2)[CH:6]=[CH:5][CH:4]=[CH:3][CH:2]=1.[CH2:15](I)[CH3:16].C(=O)([O-])[O-].[K+].[K+].Cl.BrBr.[NH2:27][C:28]([NH2:30])=[S:29].[OH-].[Na+]. Product: [CH2:15]([N:12]1[N:11]=[N:10][C:9]([C:8]2[S:29][C:28]([NH2:30])=[N:27][C:7]=2[C:1]2[CH:6]=[CH:5][CH:4]=[CH:3][CH:2]=2)=[N:13]1)[CH3:16]. The catalyst class is: 95.